This data is from Forward reaction prediction with 1.9M reactions from USPTO patents (1976-2016). The task is: Predict the product of the given reaction. (1) Given the reactants [Cl:1][C:2]1[CH:3]=[C:4]([C:12]2[O:16][N:15]=[C:14]([C:17]3[CH:18]=[CH:19][C:20]([CH2:36][CH2:37][CH2:38][C:39]([O:41][CH2:42][CH3:43])=[O:40])=[C:21]4[C:25]=3[N:24](S(C3C=CC(C)=CC=3)(=O)=O)[CH:23]=[CH:22]4)[N:13]=2)[CH:5]=[CH:6][C:7]=1[O:8][CH:9]([CH3:11])[CH3:10].CCCC[N+](CCCC)(CCCC)CCCC.[F-].CCOC(C)=O, predict the reaction product. The product is: [Cl:1][C:2]1[CH:3]=[C:4]([C:12]2[O:16][N:15]=[C:14]([C:17]3[CH:18]=[CH:19][C:20]([CH2:36][CH2:37][CH2:38][C:39]([O:41][CH2:42][CH3:43])=[O:40])=[C:21]4[C:25]=3[NH:24][CH:23]=[CH:22]4)[N:13]=2)[CH:5]=[CH:6][C:7]=1[O:8][CH:9]([CH3:11])[CH3:10]. (2) Given the reactants [C:1]([O:10][CH3:11])(=[O:9])[C:2]1[C:3](=[CH:5][CH:6]=[CH:7][CH:8]=1)[NH2:4].C(N(CC)CC)C.[S:19](Cl)([C:22]1[CH:28]=[CH:27][C:25]([CH3:26])=[CH:24][CH:23]=1)(=[O:21])=[O:20], predict the reaction product. The product is: [CH3:11][O:10][C:1](=[O:9])[C:2]1[CH:8]=[CH:7][CH:6]=[CH:5][C:3]=1[NH:4][S:19]([C:22]1[CH:28]=[CH:27][C:25]([CH3:26])=[CH:24][CH:23]=1)(=[O:21])=[O:20]. (3) Given the reactants [C:1]([O:5][C:6]([N:8]1[C@@H:12]([CH2:13][C:14]2[CH:19]=[CH:18][CH:17]=[CH:16][CH:15]=2)[C@H:11]([CH2:20][CH2:21][C:22](O)=[O:23])[O:10][C:9]1([CH3:26])[CH3:25])=[O:7])([CH3:4])([CH3:3])[CH3:2].[CH2:27]([NH2:35])[CH2:28][C:29]1[CH:34]=[CH:33][CH:32]=[CH:31][CH:30]=1.O.ON1C2C=CC=CC=2N=N1.CN1CCOCC1.Cl.CN(C)CCCN=C=NCC.C(=O)([O-])O.[Na+], predict the reaction product. The product is: [C:1]([O:5][C:6]([N:8]1[C@@H:12]([CH2:13][C:14]2[CH:15]=[CH:16][CH:17]=[CH:18][CH:19]=2)[C@H:11]([CH2:20][CH2:21][C:22](=[O:23])[NH:35][CH2:27][CH2:28][C:29]2[CH:34]=[CH:33][CH:32]=[CH:31][CH:30]=2)[O:10][C:9]1([CH3:26])[CH3:25])=[O:7])([CH3:4])([CH3:2])[CH3:3]. (4) Given the reactants [SH:1][C:2]1[CH:7]=[CH:6][CH:5]=[CH:4][N:3]=1.C(N(CC)CC)C.[N+:15]([C:18]1[CH:25]=[CH:24][C:21]([CH2:22]Br)=[CH:20][CH:19]=1)([O-:17])=[O:16].O, predict the reaction product. The product is: [N+:15]([C:18]1[CH:25]=[CH:24][C:21]([CH2:22][S:1][C:2]2[CH:7]=[CH:6][CH:5]=[CH:4][N:3]=2)=[CH:20][CH:19]=1)([O-:17])=[O:16]. (5) Given the reactants [NH2:1][CH2:2][C@H:3]1[CH2:8][CH2:7][N:6]([C:9]([O:11][C:12]([CH3:15])([CH3:14])[CH3:13])=[O:10])[CH2:5][C@H:4]1[OH:16].[NH2:17][C:18]1[C:23]2[CH2:24][CH2:25][O:26][C:22]=2[C:21]([C:27](N2C=CN=C2)=[O:28])=[CH:20][C:19]=1[Cl:34], predict the reaction product. The product is: [NH2:17][C:18]1[C:23]2[CH2:24][CH2:25][O:26][C:22]=2[C:21]([C:27]([NH:1][CH2:2][C@H:3]2[CH2:8][CH2:7][N:6]([C:9]([O:11][C:12]([CH3:13])([CH3:15])[CH3:14])=[O:10])[CH2:5][C@H:4]2[OH:16])=[O:28])=[CH:20][C:19]=1[Cl:34]. (6) The product is: [CH3:12][O:7][C:6](=[O:8])[C:5]1[CH:9]=[CH:10][C:2]([Cl:1])=[N:3][CH:4]=1. Given the reactants [Cl:1][C:2]1[CH:10]=[CH:9][C:5]([C:6]([OH:8])=[O:7])=[CH:4][N:3]=1.Cl.[CH3:12]O, predict the reaction product.